Task: Regression. Given a peptide amino acid sequence and an MHC pseudo amino acid sequence, predict their binding affinity value. This is MHC class II binding data.. Dataset: Peptide-MHC class II binding affinity with 134,281 pairs from IEDB (1) The peptide sequence is AFKVAATAANAAPANY. The MHC is DRB1_0405 with pseudo-sequence DRB1_0405. The binding affinity (normalized) is 0.645. (2) The peptide sequence is EAAVKQAYAATVAAA. The MHC is DRB1_0404 with pseudo-sequence DRB1_0404. The binding affinity (normalized) is 0.647.